Dataset: Full USPTO retrosynthesis dataset with 1.9M reactions from patents (1976-2016). Task: Predict the reactants needed to synthesize the given product. (1) Given the product [CH2:1]([O:3][C:4](=[N:6][O:7][C:26]1[CH:25]=[CH:24][C:23]([C:22]([O:21][CH2:14][C:15]2[CH:20]=[CH:19][CH:18]=[CH:17][CH:16]=2)=[O:30])=[CH:28][CH:27]=1)[CH3:5])[CH3:2], predict the reactants needed to synthesize it. The reactants are: [CH2:1]([O:3][C:4](=[N:6][OH:7])[CH3:5])[CH3:2].C(O[K])(C)(C)C.[CH2:14]([O:21][C:22](=[O:30])[C:23]1[CH:28]=[CH:27][C:26](F)=[CH:25][CH:24]=1)[C:15]1[CH:20]=[CH:19][CH:18]=[CH:17][CH:16]=1. (2) Given the product [Cl:1][C:2]1[CH:3]=[C:4]([CH2:28][C:29]([NH:51][S:48]([CH3:47])(=[O:50])=[O:49])=[O:31])[C:5]([O:8][CH2:9][C:10]([N:12]2[CH2:17][C@H:16]([CH3:18])[N:15]([CH2:19][C:20]3[CH:25]=[CH:24][C:23]([F:26])=[CH:22][CH:21]=3)[CH2:14][C@H:13]2[CH3:27])=[O:11])=[N:6][CH:7]=1, predict the reactants needed to synthesize it. The reactants are: [Cl:1][C:2]1[CH:3]=[C:4]([CH2:28][C:29]([OH:31])=O)[C:5]([O:8][CH2:9][C:10]([N:12]2[CH2:17][C@H:16]([CH3:18])[N:15]([CH2:19][C:20]3[CH:25]=[CH:24][C:23]([F:26])=[CH:22][CH:21]=3)[CH2:14][C@H:13]2[CH3:27])=[O:11])=[N:6][CH:7]=1.C1(N=C=NC2CCCCC2)CCCCC1.[CH3:47][S:48]([NH2:51])(=[O:50])=[O:49]. (3) The reactants are: [F:1][C:2]([F:13])([S:9](Cl)(=[O:11])=[O:10])[C:3]([F:8])([F:7])[CH2:4][CH2:5][OH:6].C(=O)([O-])O.[Na+].[OH:19][N:20]1[C:24](=[O:25])[C:23]2=[CH:26][CH:27]=[CH:28][CH:29]=[C:22]2[C:21]1=[O:30].O. Given the product [F:1][C:2]([F:13])([S:9]([O:19][N:20]1[C:24](=[O:25])[C:23]2[C:22](=[CH:29][CH:28]=[CH:27][CH:26]=2)[C:21]1=[O:30])(=[O:11])=[O:10])[C:3]([F:8])([F:7])[CH2:4][CH2:5][OH:6], predict the reactants needed to synthesize it. (4) Given the product [C:19]1([C:17]#[C:18][C:2]2[CH:3]=[CH:4][C:5]([S:8]([C:11]3[CH:16]=[CH:15][CH:14]=[CH:13][CH:12]=3)(=[O:10])=[O:9])=[N:6][CH:7]=2)[CH:24]=[CH:23][CH:22]=[CH:21][CH:20]=1, predict the reactants needed to synthesize it. The reactants are: Br[C:2]1[CH:3]=[CH:4][C:5]([S:8]([C:11]2[CH:16]=[CH:15][CH:14]=[CH:13][CH:12]=2)(=[O:10])=[O:9])=[N:6][CH:7]=1.[C:17]([C:19]1[CH:24]=[CH:23][CH:22]=[CH:21][CH:20]=1)#[CH:18].C(N(CC)CC)C. (5) Given the product [Cl:1][C:2]1[C:3]([O:12][C:13]2[CH:18]=[C:17]([O:19][CH2:20][CH2:21][O:22][CH2:23][CH2:24][O:25][CH3:26])[CH:16]=[CH:15][C:14]=2/[CH:27]=[CH:28]/[C:29]([OH:31])=[O:30])=[N:4][CH:5]=[C:6]([C:8]([F:9])([F:11])[F:10])[CH:7]=1, predict the reactants needed to synthesize it. The reactants are: [Cl:1][C:2]1[C:3]([O:12][C:13]2[CH:18]=[C:17]([O:19][CH2:20][CH2:21][O:22][CH2:23][CH2:24][O:25][CH3:26])[CH:16]=[CH:15][C:14]=2/[CH:27]=[CH:28]/[C:29]([O:31]CC)=[O:30])=[N:4][CH:5]=[C:6]([C:8]([F:11])([F:10])[F:9])[CH:7]=1.[OH-].[Na+].Cl. (6) The reactants are: [CH3:1][N:2]1[CH:7]=[C:6]([C:8]2[CH:9]=[C:10]([NH:21][S:22]([CH3:25])(=[O:24])=[O:23])[CH:11]=[CH:12][C:13]=2[O:14][C:15]2[CH:20]=[CH:19][CH:18]=[CH:17][CH:16]=2)[C:5]2[CH:26]=[CH:27][N:28](S(C3C=CC(C)=CC=3)(=O)=O)[C:4]=2[C:3]1=[O:39].[C:40](=O)([O-])[O-].[K+].[K+]. Given the product [CH3:40][N:21]([C:10]1[CH:11]=[CH:12][C:13]([O:14][C:15]2[CH:20]=[CH:19][CH:18]=[CH:17][CH:16]=2)=[C:8]([C:6]2[C:5]3[CH:26]=[CH:27][NH:28][C:4]=3[C:3](=[O:39])[N:2]([CH3:1])[CH:7]=2)[CH:9]=1)[S:22]([CH3:25])(=[O:23])=[O:24], predict the reactants needed to synthesize it. (7) Given the product [CH3:22][O:23][C:24]1[CH:29]=[CH:28][CH:27]=[CH:26][C:25]=1[C:2]1[N:7]=[CH:6][C:5]([NH:8][C:9]([NH:11][CH2:12][CH2:13][CH2:14][CH2:15][N:16]2[CH2:21][CH2:20][CH2:19][CH2:18][CH2:17]2)=[O:10])=[CH:4][CH:3]=1, predict the reactants needed to synthesize it. The reactants are: Br[C:2]1[N:7]=[CH:6][C:5]([NH:8][C:9]([NH:11][CH2:12][CH2:13][CH2:14][CH2:15][N:16]2[CH2:21][CH2:20][CH2:19][CH2:18][CH2:17]2)=[O:10])=[CH:4][CH:3]=1.[CH3:22][O:23][C:24]1[CH:29]=[CH:28][CH:27]=[CH:26][C:25]=1B(O)O.C(=O)([O-])[O-].[Na+].[Na+]. (8) Given the product [Br:1][C:2]1[CH:11]=[CH:10][CH:9]=[C:8]2[C:3]=1[CH2:4][CH2:5][CH2:6][N:7]2[C:12]([C:13]1([C:43]([O:42][CH3:41])=[O:44])[CH2:14][CH2:15]1)=[O:25], predict the reactants needed to synthesize it. The reactants are: [Br:1][C:2]1[CH:11]=[CH:10][CH:9]=[C:8]2[C:3]=1[CH2:4][CH2:5][CH2:6][N:7]2[C:12](=[O:25])[CH2:13][CH2:14][CH2:15]OC1C=CC=C(C)C=1C.CC1C(C)=CC=CC=1OCCCC(O)=O.[CH3:41][O:42][C:43](C1(C(O)=O)CC1)=[O:44]. (9) Given the product [CH3:11][C:3]1[CH:4]=[C:5]([N+:8]([O-:10])=[O:9])[CH:6]=[CH:7][C:2]=1[C:19]1[O:18][C:17]([C:2]2[CH:7]=[CH:6][C:5]([N+:8]([O-:10])=[O:9])=[CH:4][C:3]=2[CH3:11])=[CH:21][CH:20]=1, predict the reactants needed to synthesize it. The reactants are: Br[C:2]1[CH:7]=[CH:6][C:5]([N+:8]([O-:10])=[O:9])=[CH:4][C:3]=1[CH3:11].C([Sn](CCCC)(CCCC)[C:17]1[O:18][C:19]([Sn](CCCC)(CCCC)CCCC)=[CH:20][CH:21]=1)CCC.